Task: Regression. Given a peptide amino acid sequence and an MHC pseudo amino acid sequence, predict their binding affinity value. This is MHC class II binding data.. Dataset: Peptide-MHC class II binding affinity with 134,281 pairs from IEDB (1) The peptide sequence is SQDLELSWNLNGLQAY. The MHC is HLA-DQA10501-DQB10301 with pseudo-sequence HLA-DQA10501-DQB10301. The binding affinity (normalized) is 0.205. (2) The peptide sequence is RVYCDPCRAGFETNV. The MHC is HLA-DPA10103-DPB10201 with pseudo-sequence HLA-DPA10103-DPB10201. The binding affinity (normalized) is 0.212.